From a dataset of Reaction yield outcomes from USPTO patents with 853,638 reactions. Predict the reaction yield, written as a fraction of the theoretical maximum amount of product (1.0 means a 100% yield; for example, 0.34 means a 34% yield). (1) The reactants are [Cl:1][C:2]1[C:11]([C:12](OCC)=[O:13])=[C:10]([CH2:17][N:18]2[CH2:23][CH2:22][N:21]([CH3:24])[CH2:20][CH2:19]2)[C:9]2[C:4](=[CH:5][C:6]([Cl:27])=[C:7]([O:25][CH3:26])[CH:8]=2)[N:3]=1.[H-].C([Al+]CC(C)C)C(C)C.[C@H](O)(C([O-])=O)[C@@H](O)C([O-])=O.[Na+].[K+]. The catalyst is C(Cl)Cl. The product is [Cl:1][C:2]1[C:11]([CH2:12][OH:13])=[C:10]([CH2:17][N:18]2[CH2:19][CH2:20][N:21]([CH3:24])[CH2:22][CH2:23]2)[C:9]2[C:4](=[CH:5][C:6]([Cl:27])=[C:7]([O:25][CH3:26])[CH:8]=2)[N:3]=1. The yield is 0.800. (2) The reactants are C[O:2][C:3]([C:5]1[CH:10]=[CH:9][C:8]([C:11]2[CH:16]=[CH:15][C:14]([Cl:17])=[CH:13][CH:12]=2)=[CH:7][C:6]=1[O:18][CH3:19])=[O:4].O.[Li+].[OH-]. The yield is 0.910. The product is [Cl:17][C:14]1[CH:13]=[CH:12][C:11]([C:8]2[CH:9]=[CH:10][C:5]([C:3]([OH:4])=[O:2])=[C:6]([O:18][CH3:19])[CH:7]=2)=[CH:16][CH:15]=1. The catalyst is C1COCC1. (3) The reactants are [CH:1]([O:14][C:15]1[C:16]2[C:35](=[O:36])[N:34]([CH2:37][C:38]3[CH:43]=[CH:42][C:41]([F:44])=[CH:40][CH:39]=3)[CH2:33][C:17]=2[C:18](OS(C(F)(F)F)(=O)=O)=[C:19]2[C:24]=1[N:23]=[CH:22][CH:21]=[CH:20]2)([C:8]1[CH:13]=[CH:12][CH:11]=[CH:10][CH:9]=1)[C:2]1[CH:7]=[CH:6][CH:5]=[CH:4][CH:3]=1.C([O-])([O-])=O.[K+].[K+].[CH3:51][CH2:52][O:53][C:54]([CH3:56])=O.[CH3:57][CH2:58][CH2:59][CH2:60]CC. The catalyst is C1(C)C=CC=CC=1.C(O)C.O.CCOC(C)=O.[Pd].C1(P(C2C=CC=CC=2)C2C=CC=CC=2)C=CC=CC=1.C1(P(C2C=CC=CC=2)C2C=CC=CC=2)C=CC=CC=1.C1(P(C2C=CC=CC=2)C2C=CC=CC=2)C=CC=CC=1.C1(P(C2C=CC=CC=2)C2C=CC=CC=2)C=CC=CC=1. The product is [CH:1]([O:14][C:15]1[C:16]2[C:35](=[O:36])[N:34]([CH2:37][C:38]3[CH:43]=[CH:42][C:41]([F:44])=[CH:40][CH:39]=3)[CH2:33][C:17]=2[C:18]([C:58]2[CH:59]=[CH:60][C:54]([O:53][CH2:52][CH3:51])=[CH:56][CH:57]=2)=[C:19]2[C:24]=1[N:23]=[CH:22][CH:21]=[CH:20]2)([C:8]1[CH:9]=[CH:10][CH:11]=[CH:12][CH:13]=1)[C:2]1[CH:3]=[CH:4][CH:5]=[CH:6][CH:7]=1. The yield is 0.210. (4) The reactants are Cl[C:2]1[CH:7]=[CH:6][N:5]=[C:4]2[CH:8]=[C:9]([C:11]3[CH:16]=[CH:15][CH:14]=[CH:13][CH:12]=3)[O:10][C:3]=12.[NH2:17][C:18]1[CH:26]=[C:25]2[C:21]([CH:22]=[N:23][NH:24]2)=[CH:20][CH:19]=1.C1(P(C2CCCCC2)C2C=CC=CC=2C2C(C(C)C)=CC(C(C)C)=CC=2C(C)C)CCCCC1.CC(C)([O-])C.[Na+]. The catalyst is O1CCOCC1.C([O-])(=O)C.[Pd+2].C([O-])(=O)C. The product is [N:24]1[NH:23][CH:22]=[C:21]2[C:25]=1[CH:26]=[C:18]([NH:17][C:2]1[CH:7]=[CH:6][N:5]=[C:4]3[CH:8]=[C:9]([C:11]4[CH:16]=[CH:15][CH:14]=[CH:13][CH:12]=4)[O:10][C:3]=13)[CH:19]=[CH:20]2. The yield is 0.0900. (5) The reactants are [Cl:1][C:2]1[N:7]=[C:6](Cl)[CH:5]=[CH:4][N:3]=1.[CH3:9][O:10][C:11]1[CH:12]=[C:13]2[C:18](=[CH:19][CH:20]=1)[NH:17][CH2:16][CH2:15][CH2:14]2.C(N(C(C)C)CC)(C)C. The catalyst is C(O)CCC. The product is [Cl:1][C:2]1[N:7]=[C:6]([N:17]2[C:18]3[C:13](=[CH:12][C:11]([O:10][CH3:9])=[CH:20][CH:19]=3)[CH2:14][CH2:15][CH2:16]2)[CH:5]=[CH:4][N:3]=1. The yield is 0.800. (6) The reactants are [OH-:1].[Na+].[N:3]1[CH:8]=[CH:7][CH:6]=[C:5]([C:9]2[CH:10]=[C:11]3[C:15](=[CH:16][CH:17]=2)[N:14]([CH:18]2[CH2:23][CH2:22][CH2:21][CH2:20][O:19]2)[N:13]=[C:12]3[CH:24]=[O:25])[CH:4]=1. The catalyst is O.O1CCOCC1.[N+]([O-])([O-])=O.[Ag+]. The product is [N:3]1[CH:8]=[CH:7][CH:6]=[C:5]([C:9]2[CH:10]=[C:11]3[C:15](=[CH:16][CH:17]=2)[N:14]([CH:18]2[CH2:23][CH2:22][CH2:21][CH2:20][O:19]2)[N:13]=[C:12]3[C:24]([OH:1])=[O:25])[CH:4]=1. The yield is 0.700. (7) The reactants are ClC1C=C(OC2C=CC=CC2(N)F)N=CN=1.[Cl:17][C:18]1[N:23]=[CH:22][N:21]=[C:20]([O:24][C:25]2[CH:30]=[CH:29][C:28]([NH:31]C(NC(=O)CC3C=CC(F)=CC=3)=S)=[CH:27][C:26]=2[F:45])[CH:19]=1.[F:46][C:47]1[CH:52]=[CH:51][C:50]([NH:53][C:54](=[O:59])[CH2:55][C:56]([OH:58])=O)=[CH:49][CH:48]=1.CCN(C(C)C)C(C)C.CN(C(ON1N=NC2C=CC=CC1=2)=[N+](C)C)C.[B-](F)(F)(F)F. The catalyst is CN(C=O)C.CCOC(C)=O. The product is [Cl:17][C:18]1[N:23]=[CH:22][N:21]=[C:20]([O:24][C:25]2[CH:30]=[CH:29][C:28]([NH:31][C:56](=[O:58])[CH2:55][C:54]([NH:53][C:50]3[CH:49]=[CH:48][C:47]([F:46])=[CH:52][CH:51]=3)=[O:59])=[CH:27][C:26]=2[F:45])[CH:19]=1. The yield is 0.780.